From a dataset of Reaction yield outcomes from USPTO patents with 853,638 reactions. Predict the reaction yield, written as a fraction of the theoretical maximum amount of product (1.0 means a 100% yield; for example, 0.34 means a 34% yield). The reactants are C([O:8][C:9]1[C:14]([NH:15][C:16]2[N:24]=[C:23]3[C:19]([NH:20][C:21](=[O:36])[N:22]3[C@H:25]3[C:34]4[C:29](=[CH:30][CH:31]=[CH:32][CH:33]=4)[C@H:28]([OH:35])[CH2:27][CH2:26]3)=[CH:18][N:17]=2)=[CH:13][CH:12]=[CH:11][N:10]=1)C1C=CC=CC=1. The catalyst is O1CCCC1.C(OCC)(=O)C.CO.[Pd]. The product is [OH:35][C@H:28]1[C:29]2[C:34](=[CH:33][CH:32]=[CH:31][CH:30]=2)[C@H:25]([N:22]2[C:21](=[O:36])[NH:20][C:19]3[C:23]2=[N:24][C:16]([NH:15][C:14]2[C:9](=[O:8])[NH:10][CH:11]=[CH:12][CH:13]=2)=[N:17][CH:18]=3)[CH2:26][CH2:27]1. The yield is 0.880.